Dataset: Catalyst prediction with 721,799 reactions and 888 catalyst types from USPTO. Task: Predict which catalyst facilitates the given reaction. (1) Reactant: [NH2:1][C:2]1[C:7]([C:8]([C:10]2[C:15]([C:16]([F:19])([F:18])[F:17])=[CH:14][CH:13]=[C:12](Cl)[N:11]=2)=[O:9])=[CH:6][CH:5]=[CH:4][N:3]=1.C(=O)([O-])[O-].[K+].[K+].[CH2:27]([C@H:31]1[CH2:36][NH:35][CH2:34][CH2:33][N:32]1C(OC(C)(C)C)=O)[CH:28]([CH3:30])[CH3:29]. Product: [NH2:1][C:2]1[C:7]([C:8]([C:10]2[C:15]([C:16]([F:19])([F:18])[F:17])=[CH:14][CH:13]=[C:12]([N:35]3[CH2:34][CH2:33][NH:32][C@@H:31]([CH2:27][CH:28]([CH3:30])[CH3:29])[CH2:36]3)[N:11]=2)=[O:9])=[CH:6][CH:5]=[CH:4][N:3]=1. The catalyst class is: 9. (2) Reactant: [CH2:1]([NH:8][C:9](=[O:23])/[CH:10]=[CH:11]/[CH:12]=[CH:13]/[C:14]1[CH:19]=[CH:18][C:17]([OH:20])=[C:16]([O:21]C)[CH:15]=1)[C:2]1[CH:7]=[CH:6][CH:5]=[CH:4][CH:3]=1.B(Br)(Br)Br.O. Product: [CH2:1]([NH:8][C:9](=[O:23])/[CH:10]=[CH:11]/[CH:12]=[CH:13]/[C:14]1[CH:19]=[CH:18][C:17]([OH:20])=[C:16]([OH:21])[CH:15]=1)[C:2]1[CH:3]=[CH:4][CH:5]=[CH:6][CH:7]=1. The catalyst class is: 4.